From a dataset of Reaction yield outcomes from USPTO patents with 853,638 reactions. Predict the reaction yield, written as a fraction of the theoretical maximum amount of product (1.0 means a 100% yield; for example, 0.34 means a 34% yield). (1) The reactants are Cl.[CH2:2]([C:9]1[O:10][C:11]2[CH:42]=[CH:41][CH:40]=[CH:39][C:12]=2[C:13]=1[C:14]1[CH:38]=[CH:37][C:17]([C:18]2[CH:23]=[CH:22][C:21]([C:24](=[O:36])[CH2:25][CH:26]3C(=O)OC(C)(C)[O:28][C:27]3=[O:35])=[CH:20][CH:19]=2)=[CH:16][CH:15]=1)[C:3]1[CH:8]=[CH:7][CH:6]=[CH:5][CH:4]=1. The catalyst is C1COCC1. The product is [CH2:2]([C:9]1[O:10][C:11]2[CH:42]=[CH:41][CH:40]=[CH:39][C:12]=2[C:13]=1[C:14]1[CH:15]=[CH:16][C:17]([C:18]2[CH:23]=[CH:22][C:21]([C:24](=[O:36])[CH2:25][CH2:26][C:27]([OH:35])=[O:28])=[CH:20][CH:19]=2)=[CH:37][CH:38]=1)[C:3]1[CH:4]=[CH:5][CH:6]=[CH:7][CH:8]=1. The yield is 0.620. (2) The reactants are [CH:1]([O:4][C:5]([N:7]1[C:16]2[C:11](=[N:12][C:13]([C:17]([F:20])([F:19])[F:18])=[CH:14][CH:15]=2)[C@H:10]([N:21]([CH2:27][C:28]2[CH:33]=[C:32]([C:34]([F:37])([F:36])[F:35])[CH:31]=[C:30]([C:38]([F:41])([F:40])[F:39])[CH:29]=2)[C:22]2[N:23]=[N:24][NH:25][N:26]=2)[CH2:9][C@@H:8]1[CH:42]1[CH2:44][CH2:43]1)=[O:6])([CH3:3])[CH3:2].CO.[C:47]1(P(C2C=CC=CC=2)C2C=CC=CC=2)C=CC=CC=1.N(C(OCC)=O)=NC(OCC)=O. The catalyst is ClCCl. The product is [CH:1]([O:4][C:5]([N:7]1[C:16]2[C:11](=[N:12][C:13]([C:17]([F:19])([F:20])[F:18])=[CH:14][CH:15]=2)[C@H:10]([N:21]([CH2:27][C:28]2[CH:33]=[C:32]([C:34]([F:37])([F:36])[F:35])[CH:31]=[C:30]([C:38]([F:39])([F:40])[F:41])[CH:29]=2)[C:22]2[N:23]=[N:24][N:25]([CH3:47])[N:26]=2)[CH2:9][C@@H:8]1[CH:42]1[CH2:43][CH2:44]1)=[O:6])([CH3:3])[CH3:2]. The yield is 0.570. (3) The reactants are [NH2:1][C:2]1[CH:15]=[CH:14][C:5]([C:6]([C:8]2[CH:13]=[CH:12][CH:11]=[CH:10][CH:9]=2)=[O:7])=[CH:4][CH:3]=1.[C:16](Cl)(=[O:25])[C:17]1[CH:22]=[CH:21][C:20]([O:23][CH3:24])=[CH:19][CH:18]=1.C(N(CC)CC)C. The catalyst is C1COCC1. The product is [C:6]([C:5]1[CH:4]=[CH:3][C:2]([NH:1][C:16](=[O:25])[C:17]2[CH:22]=[CH:21][C:20]([O:23][CH3:24])=[CH:19][CH:18]=2)=[CH:15][CH:14]=1)(=[O:7])[C:8]1[CH:13]=[CH:12][CH:11]=[CH:10][CH:9]=1. The yield is 0.980. (4) The reactants are [C@@H]1(O[C@H](CO)[C@H](O)[C@@H](O)C=O)O[C@H](CO)[C@H](O)[C@H](O)[C@H]1O.[O:22]([C:34]1[CH:39]=[CH:38][CH:37]=[CH:36][C:35]=1[N+:40]([O-:42])=[O:41])[C@@H]1O[C@H](CO)[C@H](O)[C@H](O)[C@H]1O.O=C[C@@H]([C@H]([C@@H](CO)O)O)O.OP([O-])(O)=O.[K+].OP([O-])([O-])=O.[K+].[K+].[Mg+2].[Cl-].[Cl-].SC(O)C. The catalyst is O. The product is [N+:40]([C:35]1[CH:36]=[CH:37][CH:38]=[CH:39][C:34]=1[OH:22])([O-:42])=[O:41]. The yield is 0.190. (5) The reactants are [C:1]([C:3]1[CH:4]=[C:5]([CH:10]=[CH:11][C:12]=1[OH:13])[C:6]([O:8][CH3:9])=[O:7])#[N:2].[C:14]([O-])([O-])=O.[K+].[K+].BrCC(O[CH2:25][CH3:26])=O. The catalyst is CN(C=O)C.O. The product is [C:1]([C:3]1[CH:4]=[C:5]([CH:10]=[CH:11][C:12]=1[O:13][CH:25]([CH3:26])[CH3:14])[C:6]([O:8][CH3:9])=[O:7])#[N:2]. The yield is 0.910. (6) The reactants are Cl[C:2]1[N:3]([C:13]2[CH:18]=[CH:17][CH:16]=[CH:15][CH:14]=2)[C:4]2[C:9]([C:10]=1[CH:11]=[O:12])=[CH:8][CH:7]=[CH:6][CH:5]=2.[N:19]1([CH:26]=[O:27])[CH2:25][CH2:24][CH2:23][NH:22][CH2:21][CH2:20]1. No catalyst specified. The product is [CH:26]([N:19]1[CH2:25][CH2:24][CH2:23][N:22]([C:2]2[N:3]([C:13]3[CH:18]=[CH:17][CH:16]=[CH:15][CH:14]=3)[C:4]3[C:9]([C:10]=2[CH:11]=[O:12])=[CH:8][CH:7]=[CH:6][CH:5]=3)[CH2:21][CH2:20]1)=[O:27]. The yield is 0.970. (7) The reactants are [CH3:1][O:2][C:3]1[CH:8]=[CH:7][C:6]([Mg]Br)=[CH:5][CH:4]=1.Br[C:12]1[CH:25]=[CH:24][C:15]([C:16]([C:18]2[CH:23]=[CH:22][CH:21]=[CH:20][CH:19]=2)=[O:17])=[CH:14][CH:13]=1. The catalyst is [Zn+2].[Br-].[Br-]. The product is [CH3:1][O:2][C:3]1[CH:8]=[CH:7][C:6]([C:21]2[CH:22]=[CH:23][C:18]([C:16]([C:15]3[CH:24]=[CH:25][CH:12]=[CH:13][CH:14]=3)=[O:17])=[CH:19][CH:20]=2)=[CH:5][CH:4]=1. The yield is 0.730.